This data is from Full USPTO retrosynthesis dataset with 1.9M reactions from patents (1976-2016). The task is: Predict the reactants needed to synthesize the given product. Given the product [C:1]1(=[CH:4][C:5]([O:7][Si:8]([CH2:13][CH3:14])([CH2:11][CH3:12])[CH2:9][CH3:10])=[CH2:6])[CH2:3][CH2:2]1, predict the reactants needed to synthesize it. The reactants are: [C:1]1(=[CH:4][C:5](=[O:7])[CH3:6])[CH2:3][CH2:2]1.[Si:8](OS(C(F)(F)F)(=O)=O)([CH2:13][CH3:14])([CH2:11][CH3:12])[CH2:9][CH3:10].CCN(CC)CC.